From a dataset of Full USPTO retrosynthesis dataset with 1.9M reactions from patents (1976-2016). Predict the reactants needed to synthesize the given product. (1) Given the product [Cl:21][CH2:14][C:15]1[N:19]=[C:1]([C:3]2[CH:4]=[C:5]([CH2:23][C:22]([O:25][CH2:26][CH3:27])=[O:24])[CH:6]=[CH:7][CH:8]=2)[O:18][C:16]=1[CH3:17], predict the reactants needed to synthesize it. The reactants are: [CH:1]([C:3]1[CH:4]=[C:5](CC(OC)=O)[CH:6]=[CH:7][CH:8]=1)=O.[CH3:14][C:15](=[N:19]O)[C:16](=[O:18])[CH3:17].[ClH:21].[C:22]([O:25][CH2:26][CH3:27])(=[O:24])[CH3:23]. (2) The reactants are: [CH3:1][O:2][C:3](=[O:26])[CH2:4][C@H:5]1[C:9]2[CH:10]=[CH:11][C:12]([O:14][C@H:15]3[C:23]4[C:18](=[C:19]([OH:25])[CH:20]=[CH:21][C:22]=4[F:24])[CH2:17][CH2:16]3)=[CH:13][C:8]=2[O:7][CH2:6]1.Cl[C:28]1[S:29][C:30]2[CH:36]=[CH:35][CH:34]=[CH:33][C:31]=2[N:32]=1.C([O-])([O-])=O.[K+].[K+]. Given the product [CH3:1][O:2][C:3](=[O:26])[CH2:4][C@H:5]1[C:9]2[CH:10]=[CH:11][C:12]([O:14][C@H:15]3[C:23]4[C:18](=[C:19]([O:25][C:28]5[S:29][C:30]6[CH:36]=[CH:35][CH:34]=[CH:33][C:31]=6[N:32]=5)[CH:20]=[CH:21][C:22]=4[F:24])[CH2:17][CH2:16]3)=[CH:13][C:8]=2[O:7][CH2:6]1, predict the reactants needed to synthesize it.